This data is from Reaction yield outcomes from USPTO patents with 853,638 reactions. The task is: Predict the reaction yield, written as a fraction of the theoretical maximum amount of product (1.0 means a 100% yield; for example, 0.34 means a 34% yield). The reactants are C([O-])([O-])=O.[K+].[K+].[CH3:7][O:8][C:9]1[CH:42]=[CH:41][C:12]([CH2:13][N:14]([CH2:32][C:33]2[CH:38]=[CH:37][C:36]([O:39][CH3:40])=[CH:35][CH:34]=2)[C:15]2[N:20]=[N:19][C:18]([CH:21]([C:27]([O:29][CH2:30][CH3:31])=[O:28])[C:22]([O:24][CH2:25][CH3:26])=[O:23])=[CH:17][CH:16]=2)=[CH:11][CH:10]=1.[F:43][CH:44]([CH2:58]I)[CH2:45][N:46]1[CH:50]=[C:49]([C:51]([O:53][C:54]([CH3:57])([CH3:56])[CH3:55])=[O:52])[N:48]=[N:47]1. The catalyst is CN(C=O)C.O. The product is [CH3:7][O:8][C:9]1[CH:10]=[CH:11][C:12]([CH2:13][N:14]([CH2:32][C:33]2[CH:38]=[CH:37][C:36]([O:39][CH3:40])=[CH:35][CH:34]=2)[C:15]2[N:20]=[N:19][C:18]([C:21]([CH2:58][CH:44]([F:43])[CH2:45][N:46]3[CH:50]=[C:49]([C:51]([O:53][C:54]([CH3:57])([CH3:56])[CH3:55])=[O:52])[N:48]=[N:47]3)([C:27]([O:29][CH2:30][CH3:31])=[O:28])[C:22]([O:24][CH2:25][CH3:26])=[O:23])=[CH:17][CH:16]=2)=[CH:41][CH:42]=1. The yield is 0.500.